From a dataset of Forward reaction prediction with 1.9M reactions from USPTO patents (1976-2016). Predict the product of the given reaction. (1) Given the reactants [C:1]1([S:7]([N:10]2[CH2:14][CH:13]([C:15]3[CH:20]=[CH:19][CH:18]=[C:17](Br)[CH:16]=3)[N:12]([CH:22]([CH3:24])[CH3:23])[C:11]2=[O:25])(=[O:9])=[O:8])[CH:6]=[CH:5][CH:4]=[CH:3][CH:2]=1.[CH3:26][C:27]1[CH:32]=[CH:31][C:30]([CH3:33])=[CH:29][C:28]=1B(O)O.C(=O)([O-])[O-].[Na+].[Na+], predict the reaction product. The product is: [C:1]1([S:7]([N:10]2[CH2:14][CH:13]([C:15]3[CH:16]=[C:17]([C:28]4[CH:29]=[C:30]([CH3:33])[CH:31]=[CH:32][C:27]=4[CH3:26])[CH:18]=[CH:19][CH:20]=3)[N:12]([CH:22]([CH3:24])[CH3:23])[C:11]2=[O:25])(=[O:9])=[O:8])[CH:6]=[CH:5][CH:4]=[CH:3][CH:2]=1. (2) Given the reactants C([N:8]1[CH2:13][CH2:12][C:11](=O)[CH:10]([C:15]2[CH:20]=[CH:19][C:18]([F:21])=[CH:17][CH:16]=2)[CH2:9]1)C1C=CC=CC=1.[NH:22]1[CH2:26][CH2:25][CH2:24][CH2:23]1.[F:27][C:28]([F:43])([F:42])[C:29]1[CH:30]=[C:31]([CH:35]=[C:36]([C:38]([F:41])([F:40])[F:39])[CH:37]=1)[C:32](Cl)=[O:33], predict the reaction product. The product is: [F:27][C:28]([F:43])([F:42])[C:29]1[CH:30]=[C:31]([C:32]([N:8]2[CH2:13][CH2:12][C@H:11]([N:22]3[CH2:26][CH2:25][CH2:24][CH2:23]3)[C@H:10]([C:15]3[CH:16]=[CH:17][C:18]([F:21])=[CH:19][CH:20]=3)[CH2:9]2)=[O:33])[CH:35]=[C:36]([C:38]([F:41])([F:40])[F:39])[CH:37]=1. (3) Given the reactants Br[C:2]1[CH:7]=[CH:6][CH:5]=[CH:4][C:3]=1[CH2:8][C:9]([OH:11])=[O:10].[F:12][C:13]1[CH:19]=[CH:18][C:17]([N+:20]([O-:22])=[O:21])=[CH:16][C:14]=1[NH2:15], predict the reaction product. The product is: [F:12][C:13]1[CH:19]=[CH:18][C:17]([N+:20]([O-:22])=[O:21])=[CH:16][C:14]=1[NH:15][C:2]1[CH:7]=[CH:6][CH:5]=[CH:4][C:3]=1[CH2:8][C:9]([OH:11])=[O:10]. (4) Given the reactants [BH4-].[Na+].CO.[C:5]([NH:8][C:9]1[S:10][C:11]2[C:16]([N:17]=1)=[CH:15][CH:14]=[C:13]([O:18][C:19]1[CH:20]=[CH:21][C:22]([Cl:32])=[C:23]([NH:25]C(=O)C(F)(F)F)[CH:24]=1)[N:12]=2)(=[O:7])[CH3:6], predict the reaction product. The product is: [NH2:25][C:23]1[CH:24]=[C:19]([CH:20]=[CH:21][C:22]=1[Cl:32])[O:18][C:13]1[N:12]=[C:11]2[S:10][C:9]([NH:8][C:5](=[O:7])[CH3:6])=[N:17][C:16]2=[CH:15][CH:14]=1. (5) Given the reactants [CH2:1]([O:3][CH:4]([N:8]1[CH:12]=[CH:11][C:10]([C:13]2[CH:18]=[CH:17][N:16]=[CH:15][CH:14]=2)=[N:9]1)[C:5]([OH:7])=O)[CH3:2].Cl.Cl.[CH2:21]([O:28][C:29](=[O:41])[NH:30][C:31]([C:33]1[CH:38]=[CH:37][C:36]([CH2:39][NH2:40])=[CH:35][CH:34]=1)=[NH:32])[C:22]1[CH:27]=[CH:26][CH:25]=[CH:24][CH:23]=1, predict the reaction product. The product is: [CH2:21]([O:28][C:29](=[O:41])[N:30]=[C:31]([NH2:32])[C:33]1[CH:34]=[CH:35][C:36]([CH2:39][NH:40][C:5](=[O:7])[CH:4]([O:3][CH2:1][CH3:2])[N:8]2[CH:12]=[CH:11][C:10]([C:13]3[CH:18]=[CH:17][N:16]=[CH:15][CH:14]=3)=[N:9]2)=[CH:37][CH:38]=1)[C:22]1[CH:27]=[CH:26][CH:25]=[CH:24][CH:23]=1. (6) Given the reactants [Cl:1][C:2]1[CH:3]=[C:4]2[C:8](=[CH:9][CH:10]=1)[NH:7][C:6]([C:11]([NH:13][NH:14][C:15](=[O:24])[C:16]1[CH:21]=[CH:20][C:19]([F:22])=[CH:18][C:17]=1[NH2:23])=[O:12])=[CH:5]2.O.[C:26]1([CH3:36])[CH:31]=[CH:30][C:29]([S:32]([OH:35])(=[O:34])=[O:33])=[CH:28][CH:27]=1.C1(C)C=CC(S(O)(=O)=O)=CC=1, predict the reaction product. The product is: [C:26]1([CH3:36])[CH:27]=[CH:28][C:29]([S:32]([OH:35])(=[O:33])=[O:34])=[CH:30][CH:31]=1.[Cl:1][C:2]1[CH:3]=[C:4]2[C:8](=[CH:9][CH:10]=1)[NH:7][C:6]([C:11]([NH:13][NH:14][C:15](=[O:24])[C:16]1[CH:21]=[CH:20][C:19]([F:22])=[CH:18][C:17]=1[NH2:23])=[O:12])=[CH:5]2. (7) Given the reactants C(OC([NH:8][C@@H:9]([C:28]1[CH:33]=[CH:32][CH:31]=[CH:30][CH:29]=1)[C:10]1[CH:11]=[C:12]([CH:25]=[CH:26][CH:27]=1)[O:13][CH2:14][C:15]1[CH:24]=[CH:23][C:18]([C:19]([O:21][CH3:22])=[O:20])=[CH:17][CH:16]=1)=O)(C)(C)C.[ClH:34].O1CCOCC1, predict the reaction product. The product is: [ClH:34].[NH2:8][C@@H:9]([C:28]1[CH:29]=[CH:30][CH:31]=[CH:32][CH:33]=1)[C:10]1[CH:11]=[C:12]([CH:25]=[CH:26][CH:27]=1)[O:13][CH2:14][C:15]1[CH:24]=[CH:23][C:18]([C:19]([O:21][CH3:22])=[O:20])=[CH:17][CH:16]=1.